Dataset: Reaction yield outcomes from USPTO patents with 853,638 reactions. Task: Predict the reaction yield, written as a fraction of the theoretical maximum amount of product (1.0 means a 100% yield; for example, 0.34 means a 34% yield). (1) The reactants are [F:1][C:2]1([F:40])[O:6][C:5]2[CH:7]=[CH:8][C:9]([C:11]3([C:14]([NH:16][C:17]4[N:18]=[C:19]([C:27]5[CH:28]=[C:29]([CH:37]=[CH:38][CH:39]=5)[C:30]([O:32]C(C)(C)C)=[O:31])[C:20]5[C:25]([CH:26]=4)=[CH:24][CH:23]=[CH:22][CH:21]=5)=[O:15])[CH2:13][CH2:12]3)=[CH:10][C:4]=2[O:3]1. The catalyst is ClCCl.FC(F)(F)C(O)=O. The product is [F:40][C:2]1([F:1])[O:6][C:5]2[CH:7]=[CH:8][C:9]([C:11]3([C:14]([NH:16][C:17]4[N:18]=[C:19]([C:27]5[CH:28]=[C:29]([CH:37]=[CH:38][CH:39]=5)[C:30]([OH:32])=[O:31])[C:20]5[C:25]([CH:26]=4)=[CH:24][CH:23]=[CH:22][CH:21]=5)=[O:15])[CH2:12][CH2:13]3)=[CH:10][C:4]=2[O:3]1. The yield is 0.750. (2) The catalyst is O1CCCC1.[Zn].C1C=CC(/C=C/C(/C=C/C2C=CC=CC=2)=O)=CC=1.C1C=CC(/C=C/C(/C=C/C2C=CC=CC=2)=O)=CC=1.[Pd]. The reactants are BrCCBr.C[Si](Cl)(C)C.[CH3:10][O:11][C:12](=[O:22])/[C:13](/I)=[CH:14]\[CH:15]1[CH2:20][CH2:19][CH2:18][CH2:17][CH2:16]1.C1(P(C2C=CC=CC=2)C2C=CC=CC=2)C=CC=CC=1.Br[C:43]1[CH:48]=[CH:47][C:46]([S:49]([CH3:52])(=[O:51])=[O:50])=[C:45]([C:53]([F:56])([F:55])[F:54])[CH:44]=1.[Cl-].[NH4+]. The yield is 0.990. The product is [CH3:10][O:11][C:12](=[O:22])/[C:13](/[C:43]1[CH:48]=[CH:47][C:46]([S:49]([CH3:52])(=[O:50])=[O:51])=[C:45]([C:53]([F:55])([F:56])[F:54])[CH:44]=1)=[CH:14]/[CH:15]1[CH2:20][CH2:19][CH2:18][CH2:17][CH2:16]1. (3) The reactants are C([O:3][CH:4](OCC)[CH2:5][CH2:6][N:7]1[CH:12]=[C:11]([C:13]#[N:14])[C:10](=[O:15])[NH:9][C:8]1=[O:16])C. The catalyst is O1CCOCC1. The product is [O:16]=[C:8]1[NH:9][C:10](=[O:15])[C:11]([C:13]#[N:14])=[CH:12][N:7]1[CH2:6][CH2:5][CH:4]=[O:3]. The yield is 1.00.